From a dataset of Full USPTO retrosynthesis dataset with 1.9M reactions from patents (1976-2016). Predict the reactants needed to synthesize the given product. (1) Given the product [F:29][C:4]1[CH:3]=[C:2]([CH2:71][C:70]([O:69][C:65]([CH3:68])([CH3:67])[CH3:66])=[O:73])[CH:28]=[CH:27][C:5]=1[CH2:6][O:7][CH2:8][C@@H:9]1[CH2:11][C@@H:10]1[CH:12]1[CH2:17][CH2:16][N:15]([C:18]2[N:23]=[CH:22][C:21]([CH2:24][O:25][CH3:26])=[CH:20][N:19]=2)[CH2:14][CH2:13]1, predict the reactants needed to synthesize it. The reactants are: Br[C:2]1[CH:28]=[CH:27][C:5]([CH2:6][O:7][CH2:8][C@@H:9]2[CH2:11][C@@H:10]2[CH:12]2[CH2:17][CH2:16][N:15]([C:18]3[N:23]=[CH:22][C:21]([CH2:24][O:25][CH3:26])=[CH:20][N:19]=3)[CH2:14][CH2:13]2)=[C:4]([F:29])[CH:3]=1.CC(C1C=C(C(C)C)C(C2C=CC=CC=2P(C2CCCCC2)C2CCCCC2)=C(C(C)C)C=1)C.[Br-].[C:65]([O:69][C:70](=[O:73])[CH2:71][Zn+])([CH3:68])([CH3:67])[CH3:66]. (2) The reactants are: C(O)(C(F)(F)F)=O.C(OC(=O)[NH:14][CH2:15][CH2:16][NH:17][C:18]([NH:20][C:21]1[CH:26]=[CH:25][CH:24]=[C:23]([C:27]2[CH:28]=[N:29][N:30]3[CH:35]=[C:34]([C:36]4[CH:41]=[CH:40][C:39]([F:42])=[CH:38][CH:37]=4)[CH:33]=[N:32][C:31]=23)[CH:22]=1)=[O:19])(C)(C)C. Given the product [NH2:14][CH2:15][CH2:16][NH:17][C:18]([NH:20][C:21]1[CH:26]=[CH:25][CH:24]=[C:23]([C:27]2[CH:28]=[N:29][N:30]3[CH:35]=[C:34]([C:36]4[CH:37]=[CH:38][C:39]([F:42])=[CH:40][CH:41]=4)[CH:33]=[N:32][C:31]=23)[CH:22]=1)=[O:19], predict the reactants needed to synthesize it. (3) The reactants are: C(OC([N:8]1[CH2:12][CH:11]([O:13][C:14]2[CH:23]=[C:22]3[C:17]([C:18](Cl)=[N:19][CH:20]=[N:21]3)=[CH:16][C:15]=2[O:25][CH3:26])[CH2:10][CH:9]1[C:27](=[O:31])[N:28]([CH3:30])[CH3:29])=O)(C)(C)C.[Cl:32][C:33]1[CH:34]=[C:35]([CH:37]=[CH:38][C:39]=1[F:40])[NH2:36].Cl. Given the product [Cl:32][C:33]1[CH:34]=[C:35]([NH:36][C:18]2[C:17]3[C:22](=[CH:23][C:14]([O:13][C@@H:11]4[CH2:12][NH:8][C@H:9]([C:27]([N:28]([CH3:29])[CH3:30])=[O:31])[CH2:10]4)=[C:15]([O:25][CH3:26])[CH:16]=3)[N:21]=[CH:20][N:19]=2)[CH:37]=[CH:38][C:39]=1[F:40], predict the reactants needed to synthesize it. (4) Given the product [CH3:26][C:25]([O:29][C:30]([NH:32][C:33]1[C:34]([C:43]([NH:47][C@@H:48]([C@H:52]2[CH2:57][CH2:56][C@H:55]([CH3:58])[CH2:54][CH2:53]2)[C:49]([O:51][CH3:1])=[O:50])=[O:45])=[CH:35][C:36]2[C:41]([CH:42]=1)=[CH:40][CH:39]=[CH:38][CH:37]=2)=[O:31])([CH3:28])[CH3:27], predict the reactants needed to synthesize it. The reactants are: [CH3:1]N(C(ON1N=NC2C=CC=NC1=2)=[N+](C)C)C.F[P-](F)(F)(F)(F)F.[C:25]([O:29][C:30]([NH:32][C:33]1[C:34]([C:43]([OH:45])=O)=[CH:35][C:36]2[C:41]([CH:42]=1)=[CH:40][CH:39]=[CH:38][CH:37]=2)=[O:31])([CH3:28])([CH3:27])[CH3:26].Cl.[NH2:47][C@@H:48]([C@H:52]1[CH2:57][CH2:56][C@H:55]([CH3:58])[CH2:54][CH2:53]1)[C:49]([OH:51])=[O:50].C(N(C(C)C)CC)(C)C. (5) Given the product [CH3:1][NH:2][C:6]([C:8]1[C:9](=[O:34])[C:10]2[CH:15]=[N:14][C:13]([NH:16][CH2:17][CH2:18][CH2:19][N:20]([CH3:22])[CH3:21])=[N:12][C:11]=2[N:23]([C:25]2[CH:26]=[C:27]3[C:31](=[CH:32][CH:33]=2)[CH2:30][CH2:29][CH2:28]3)[CH:24]=1)=[O:7], predict the reactants needed to synthesize it. The reactants are: [CH3:1][NH2:2].C(O[C:6]([C:8]1[C:9](=[O:34])[C:10]2[CH:15]=[N:14][C:13]([NH:16][CH2:17][CH2:18][CH2:19][N:20]([CH3:22])[CH3:21])=[N:12][C:11]=2[N:23]([C:25]2[CH:26]=[C:27]3[C:31](=[CH:32][CH:33]=2)[CH2:30][CH2:29][CH2:28]3)[CH:24]=1)=[O:7])C.